From a dataset of Forward reaction prediction with 1.9M reactions from USPTO patents (1976-2016). Predict the product of the given reaction. Given the reactants I[C:2]1[C:10]2[O:9][CH:8]=[CH:7][C:6]=2[CH:5]=[C:4]([N+:11]([O-:13])=[O:12])[CH:3]=1.[NH2:14][C:15]1[CH:20]=[CH:19][N:18]=[CH:17][CH:16]=1.CC1(C)C2C(=C(P(C3C=CC=CC=3)C3C=CC=CC=3)C=CC=2)OC2C(P(C3C=CC=CC=3)C3C=CC=CC=3)=CC=CC1=2.CC([O-])(C)C.[Na+], predict the reaction product. The product is: [N+:11]([C:4]1[CH:3]=[C:2]([NH:14][C:15]2[CH:20]=[CH:19][N:18]=[CH:17][CH:16]=2)[C:10]2[O:9][CH:8]=[CH:7][C:6]=2[CH:5]=1)([O-:13])=[O:12].